From a dataset of Reaction yield outcomes from USPTO patents with 853,638 reactions. Predict the reaction yield, written as a fraction of the theoretical maximum amount of product (1.0 means a 100% yield; for example, 0.34 means a 34% yield). (1) The reactants are [C:1]([O:5][C:6](=[O:21])[NH:7][CH:8]1[CH2:17][CH2:16][C:15]2[C:10](=[C:11]([N:18]=[C:19]=S)[CH:12]=[CH:13][CH:14]=2)[CH2:9]1)([CH3:4])([CH3:3])[CH3:2].C(OC1CC2C(CC=1)=CC=CC=2N=C=S)C.[N:38]([CH2:41][C:42]([C:44]1[CH:49]=[CH:48][C:47]([CH3:50])=[CH:46][CH:45]=1)=[O:43])=[N+]=[N-].N(CC(C1C=CC(C(F)(F)F)=CC=1)=O)=[N+]=[N-]. No catalyst specified. The product is [C:1]([O:5][C:6](=[O:21])[NH:7][CH:8]1[CH2:17][CH2:16][C:15]2[C:10](=[C:11]([NH:18][C:19]3[O:43][C:42]([C:44]4[CH:49]=[CH:48][C:47]([CH3:50])=[CH:46][CH:45]=4)=[CH:41][N:38]=3)[CH:12]=[CH:13][CH:14]=2)[CH2:9]1)([CH3:4])([CH3:3])[CH3:2]. The yield is 0.830. (2) The reactants are [OH-:1].[K+].[NH:3]1[C:11]2[C:6](=[CH:7][CH:8]=[CH:9][CH:10]=2)[C:5](=O)[C:4]1=[O:13].[C:14]([C:17]1[CH:18]=[CH:19][C:20](=[O:24])[NH:21][C:22]=1[CH3:23])(=O)[CH3:15]. The catalyst is CCO.O. The product is [CH3:23][C:22]1[NH:21][C:20](=[O:24])[CH:19]=[CH:18][C:17]=1[C:14]1[CH:15]=[C:5]([C:4]([OH:13])=[O:1])[C:6]2[C:11](=[CH:10][CH:9]=[CH:8][CH:7]=2)[N:3]=1. The yield is 0.170. (3) The reactants are CC1C=CC(S(O)(=O)=O)=CC=1.[F:12][C@@H:13]1[CH2:17][NH:16][C@H:15]([C:18]#[N:19])[CH2:14]1.C(N(CC)CC)C.[Cl:27][CH2:28][C:29](Cl)=[O:30]. The catalyst is ClCCl.O. The product is [Cl:27][CH2:28][C:29]([N:16]1[CH2:17][C@@H:13]([F:12])[CH2:14][C@H:15]1[C:18]#[N:19])=[O:30]. The yield is 0.940. (4) The reactants are Br[C:2]1[CH:3]=[CH:4][C:5]2[N:11]3[C:12]([CH3:15])=[N:13][N:14]=[C:10]3[C@H:9]([CH3:16])[CH2:8][N:7]([C:17]3[CH:22]=[CH:21][C:20]([Cl:23])=[CH:19][N:18]=3)[C:6]=2[CH:24]=1.CC1(C)C(C)(C)OB([C:33]2[CH:34]=[CH:35][C:36](=[O:39])[NH:37][CH:38]=2)O1.C(=O)([O-])[O-].[Cs+].[Cs+]. The catalyst is O1CCOCC1.O.C1C=CC([P]([Pd]([P](C2C=CC=CC=2)(C2C=CC=CC=2)C2C=CC=CC=2)([P](C2C=CC=CC=2)(C2C=CC=CC=2)C2C=CC=CC=2)[P](C2C=CC=CC=2)(C2C=CC=CC=2)C2C=CC=CC=2)(C2C=CC=CC=2)C2C=CC=CC=2)=CC=1. The product is [Cl:23][C:20]1[CH:21]=[CH:22][C:17]([N:7]2[CH2:8][C@@H:9]([CH3:16])[C:10]3=[N:14][N:13]=[C:12]([CH3:15])[N:11]3[C:5]3[CH:4]=[CH:3][C:2]([C:33]4[CH:34]=[CH:35][C:36](=[O:39])[NH:37][CH:38]=4)=[CH:24][C:6]2=3)=[N:18][CH:19]=1. The yield is 0.300. (5) The reactants are [Na+].[Cl:2][C:3]1[CH:4]=[C:5]([NH:17][C:18]2[C:27]3[C:22](=[CH:23][CH:24]=[CH:25][C:26]=3[O:28][CH2:29][C:30]([O-:32])=O)[N:21]=[CH:20][N:19]=2)[CH:6]=[CH:7][C:8]=1[O:9][CH2:10][C:11]1[CH:16]=[CH:15][CH:14]=[CH:13][N:12]=1.CN(C(ON1N=NC2[CH:44]=[CH:45][CH:46]=[N:47][C:42]1=2)=[N+](C)C)C.F[P-](F)(F)(F)(F)F.CCN(C(C)C)C(C)C.CNCC#C. No catalyst specified. The product is [Cl:2][C:3]1[CH:4]=[C:5]([NH:17][C:18]2[C:27]3[C:22](=[CH:23][CH:24]=[CH:25][C:26]=3[O:28][CH2:29][C:30]([N:47]([CH3:42])[CH2:46][C:45]#[CH:44])=[O:32])[N:21]=[CH:20][N:19]=2)[CH:6]=[CH:7][C:8]=1[O:9][CH2:10][C:11]1[CH:16]=[CH:15][CH:14]=[CH:13][N:12]=1. The yield is 0.350.